This data is from Reaction yield outcomes from USPTO patents with 853,638 reactions. The task is: Predict the reaction yield, written as a fraction of the theoretical maximum amount of product (1.0 means a 100% yield; for example, 0.34 means a 34% yield). (1) The reactants are [CH3:1][N:2]1[CH2:7][CH2:6][N:5]([C:8]2[CH:9]=[CH:10][C:11]([N+:15]([O-])=O)=[C:12]([CH:14]=2)[NH2:13])[CH2:4][CH2:3]1.Cl.C(O[C:22](=N)[CH2:23][C:24]([O:26][CH2:27][CH3:28])=[O:25])C.[OH-].[Na+]. The catalyst is O. The product is [CH2:27]([O:26][C:24](=[O:25])[CH2:23][C:22]1[NH:13][C:12]2[CH:14]=[C:8]([N:5]3[CH2:6][CH2:7][N:2]([CH3:1])[CH2:3][CH2:4]3)[CH:9]=[CH:10][C:11]=2[N:15]=1)[CH3:28]. The yield is 0.901. (2) The reactants are [CH2:1]([C:4]1[N:8]([CH2:9][C:10]2[CH:27]=[CH:26][C:13]3/[C:14](=C/C#N)/[C:15]4[CH:22]=[CH:21][CH:20]=[CH:19][C:16]=4[CH2:17][CH2:18][C:12]=3[CH:11]=2)[C:7]2[CH:28]=[CH:29][CH:30]=[CH:31][C:6]=2[N:5]=1)[CH2:2][CH3:3].[OH-:32].[Na+].Cl.[CH2:35]([OH:37])[CH3:36]. No catalyst specified. The product is [CH2:1]([C:4]1[N:8]([CH2:9][C:10]2[CH:27]=[CH:26][C:13]3/[C:14](=[CH:36]/[C:35]([OH:32])=[O:37])/[C:15]4[CH:22]=[CH:21][CH:20]=[CH:19][C:16]=4[CH2:17][CH2:18][C:12]=3[CH:11]=2)[C:7]2[CH:28]=[CH:29][CH:30]=[CH:31][C:6]=2[N:5]=1)[CH2:2][CH3:3]. The yield is 0.890. (3) The reactants are [Cl:1][C:2]1[C:10]2[O:9][CH2:8][O:7][C:6]=2[CH:5]=[C:4]([CH2:11]Cl)[CH:3]=1.[C-:13]#[N:14].[Na+].O. The catalyst is CS(C)=O. The product is [Cl:1][C:2]1[C:10]2[O:9][CH2:8][O:7][C:6]=2[CH:5]=[C:4]([CH2:11][C:13]#[N:14])[CH:3]=1. The yield is 0.580. (4) The reactants are O[C:2]1([C:22]2[N:27]=[C:26]3[O:28][CH2:29][O:30][C:25]3=[CH:24][C:23]=2[OH:31])[C:10]2[C:5](=[CH:6][CH:7]=[CH:8][CH:9]=2)[N:4]([CH2:11][C:12]2[O:13][C:14]([C:17]([F:20])([F:19])[F:18])=[CH:15][CH:16]=2)[C:3]1=[O:21].C([SiH](CC)CC)C.FC(F)(F)C(O)=O. The catalyst is ClCCl. The product is [OH:31][C:23]1[CH:24]=[C:25]2[O:30][CH2:29][O:28][C:26]2=[N:27][C:22]=1[CH:2]1[C:10]2[C:5](=[CH:6][CH:7]=[CH:8][CH:9]=2)[N:4]([CH2:11][C:12]2[O:13][C:14]([C:17]([F:18])([F:20])[F:19])=[CH:15][CH:16]=2)[C:3]1=[O:21]. The yield is 0.870. (5) The reactants are C[O:2][C:3]([C@:5]12[CH2:39][CH2:38][C@@H:37]([C:40]([CH3:42])=[CH2:41])[C@@H:6]1[C@@H:7]1[C@@:20]([CH3:23])([CH2:21][CH2:22]2)[C@@:19]2([CH3:24])[CH:10]([C@:11]3([CH3:36])[C@@H:16]([CH2:17][CH2:18]2)[C:15]([CH3:26])([CH3:25])[C:14]([C:27]2[CH:28]=[C:29]([CH:33]=[CH:34][CH:35]=2)[C:30]([OH:32])=[O:31])=[CH:13][CH2:12]3)[CH2:9][CH2:8]1)=[O:4].[Br-].[Li+]. The catalyst is CN(C=O)C. The product is [C:30]([C:29]1[CH:28]=[C:27]([C:14]2[C:15]([CH3:26])([CH3:25])[C@H:16]3[C@:11]([CH3:36])([CH2:12][CH:13]=2)[CH:10]2[C@:19]([CH3:24])([C@@:20]4([CH3:23])[C@H:7]([CH2:8][CH2:9]2)[C@H:6]2[C@H:37]([C:40]([CH3:42])=[CH2:41])[CH2:38][CH2:39][C@:5]2([C:3]([OH:4])=[O:2])[CH2:22][CH2:21]4)[CH2:18][CH2:17]3)[CH:35]=[CH:34][CH:33]=1)([OH:32])=[O:31]. The yield is 0.170. (6) The reactants are [F:1][C:2]1[CH:10]=[CH:9][C:8]([CH:11]=[O:12])=[CH:7][C:3]=1[C:4]([OH:6])=O.S(Cl)(Cl)=O.[F:17][C:18]1[CH:19]=[C:20]([CH:51]=[C:52]([F:54])[CH:53]=1)[CH2:21][C:22]1[CH:23]=[C:24]2[C:28](=[CH:29][CH:30]=1)[N:27]([C:31]([C:44]1[CH:49]=[CH:48][CH:47]=[CH:46][CH:45]=1)([C:38]1[CH:43]=[CH:42][CH:41]=[CH:40][CH:39]=1)[C:32]1[CH:37]=[CH:36][CH:35]=[CH:34][CH:33]=1)[N:26]=[C:25]2[NH2:50].CCN(C(C)C)C(C)C. The catalyst is C1(C)C=CC=CC=1.C1COCC1. The product is [F:17][C:18]1[CH:19]=[C:20]([CH:51]=[C:52]([F:54])[CH:53]=1)[CH2:21][C:22]1[CH:23]=[C:24]2[C:28](=[CH:29][CH:30]=1)[N:27]([C:31]([C:44]1[CH:45]=[CH:46][CH:47]=[CH:48][CH:49]=1)([C:32]1[CH:37]=[CH:36][CH:35]=[CH:34][CH:33]=1)[C:38]1[CH:39]=[CH:40][CH:41]=[CH:42][CH:43]=1)[N:26]=[C:25]2[NH:50][C:4](=[O:6])[C:3]1[CH:7]=[C:8]([CH:11]=[O:12])[CH:9]=[CH:10][C:2]=1[F:1]. The yield is 0.790. (7) The catalyst is C(O)C. The reactants are [Br:1][C:2]1[N:7]=[CH:6][C:5]([CH:8]=[O:9])=[CH:4][CH:3]=1.[BH4-].[Na+].[Cl-].[NH4+]. The product is [Br:1][C:2]1[CH:3]=[CH:4][C:5]([CH2:8][OH:9])=[CH:6][N:7]=1. The yield is 0.820. (8) The reactants are FC(F)(F)S(O[C:7]1[CH:12]=[C:11]([Cl:13])[CH:10]=[C:9]([C:14]2[N:19]=[N:18][C:17]([NH2:20])=[N:16][C:15]=2[C:21]2[CH:26]=[CH:25][CH:24]=[CH:23][CH:22]=2)[CH:8]=1)(=O)=O.[CH2:29]([Sn](CCCC)(CCCC)C=C)[CH2:30]CC. No catalyst specified. The product is [Cl:13][C:11]1[CH:10]=[C:9]([C:14]2[N:19]=[N:18][C:17]([NH2:20])=[N:16][C:15]=2[C:21]2[CH:26]=[CH:25][CH:24]=[CH:23][CH:22]=2)[CH:8]=[C:7]([CH:29]=[CH2:30])[CH:12]=1. The yield is 0.110. (9) The reactants are [N+:1]([C:4]1[CH:5]=[CH:6][C:7]([C:16]#[C:17][C:18]2[CH:23]=[CH:22][CH:21]=[CH:20][CH:19]=2)=[C:8]([NH:10]C(=O)CCC)[CH:9]=1)([O-:3])=[O:2].CC(C)([O-])C.[K+].O. The catalyst is CN1CCCC1=O. The product is [N+:1]([C:4]1[CH:9]=[C:8]2[C:7]([CH:16]=[C:17]([C:18]3[CH:23]=[CH:22][CH:21]=[CH:20][CH:19]=3)[NH:10]2)=[CH:6][CH:5]=1)([O-:3])=[O:2]. The yield is 0.390.